From a dataset of Reaction yield outcomes from USPTO patents with 853,638 reactions. Predict the reaction yield, written as a fraction of the theoretical maximum amount of product (1.0 means a 100% yield; for example, 0.34 means a 34% yield). (1) The reactants are [CH3:1][O:2][C:3]([C:5]1[O:6][C:7]2[CH:13]=[CH:12][C:11]([OH:14])=[CH:10][C:8]=2[CH:9]=1)=[O:4].C([O-])([O-])=O.[Cs+].[Cs+].Cl[C:22]1[S:23][C:24]2[C:25]([N:30]=1)=[N:26][CH:27]=[CH:28][CH:29]=2.O. The catalyst is CN(C=O)C. The product is [CH3:1][O:2][C:3]([C:5]1[O:6][C:7]2[CH:13]=[CH:12][C:11]([O:14][C:22]3[S:23][C:24]4[C:25]([N:30]=3)=[N:26][CH:27]=[CH:28][CH:29]=4)=[CH:10][C:8]=2[CH:9]=1)=[O:4]. The yield is 1.00. (2) The reactants are [Cl:1][C:2]1[O:6][C:5]([C:7]2[C:11]([C:12]3[CH:17]=[CH:16][CH:15]=[CH:14][CH:13]=3)=[C:10]([CH2:18][OH:19])[O:9][N:8]=2)=[CH:4][CH:3]=1.CCN([CH2:25][CH3:26])CC.C([O-])(O)=[O:28].[Na+]. The catalyst is CC(OC(C)=O)=O. The product is [C:25]([O:19][CH2:18][C:10]1[O:9][N:8]=[C:7]([C:5]2[O:6][C:2]([Cl:1])=[CH:3][CH:4]=2)[C:11]=1[C:12]1[CH:17]=[CH:16][CH:15]=[CH:14][CH:13]=1)(=[O:28])[CH3:26]. The yield is 0.600. (3) The reactants are [C:1]([O:5][C:6]([NH:8][C:9]([CH3:29])([CH3:28])[CH2:10][C:11]1[C:19]2[C:14](=[C:15](OS(C(F)(F)F)(=O)=O)[CH:16]=[CH:17][CH:18]=2)[NH:13][CH:12]=1)=[O:7])([CH3:4])([CH3:3])[CH3:2].C(N(CC)CC)C.[S:37]1[CH:41]=[CH:40][C:39](B(O)O)=[CH:38]1. The catalyst is CN(C)C=O.[Cl-].[Na+].O.C(OCC)(=O)C.[Pd].C1(P(C2C=CC=CC=2)C2C=CC=CC=2)C=CC=CC=1.C1(P(C2C=CC=CC=2)C2C=CC=CC=2)C=CC=CC=1.C1(P(C2C=CC=CC=2)C2C=CC=CC=2)C=CC=CC=1.C1(P(C2C=CC=CC=2)C2C=CC=CC=2)C=CC=CC=1. The product is [C:1]([O:5][C:6](=[O:7])[NH:8][C:9]([CH3:29])([CH3:28])[CH2:10][C:11]1[C:19]2[C:14](=[C:15]([C:39]3[CH:40]=[CH:41][S:37][CH:38]=3)[CH:16]=[CH:17][CH:18]=2)[NH:13][CH:12]=1)([CH3:2])([CH3:3])[CH3:4]. The yield is 0.690.